Dataset: Full USPTO retrosynthesis dataset with 1.9M reactions from patents (1976-2016). Task: Predict the reactants needed to synthesize the given product. (1) Given the product [CH3:15][S:1][C:2]1[NH:6][C:5]2[CH:7]=[CH:8][CH:9]=[C:10]([C:11]([O:13][CH3:14])=[O:12])[C:4]=2[N:3]=1, predict the reactants needed to synthesize it. The reactants are: [SH:1][C:2]1[NH:6][C:5]2[CH:7]=[CH:8][CH:9]=[C:10]([C:11]([O:13][CH3:14])=[O:12])[C:4]=2[N:3]=1.[C:15](=O)([O-])[O-].[K+].[K+].CI. (2) Given the product [ClH:26].[NH:1]1[CH2:7][CH2:6][CH2:5][CH:4]([N:8]2[C:16]3[C:11](=[CH:12][C:13]([S:17]([C:20]4[CH:21]=[CH:22][CH:23]=[CH:24][CH:25]=4)(=[O:18])=[O:19])=[CH:14][CH:15]=3)[CH2:10][CH2:9]2)[CH2:3][CH2:2]1, predict the reactants needed to synthesize it. The reactants are: [NH:1]1[CH2:7][CH2:6][CH2:5][CH:4]([N:8]2[C:16]3[C:11](=[CH:12][C:13]([S:17]([C:20]4[CH:25]=[CH:24][CH:23]=[CH:22][CH:21]=4)(=[O:19])=[O:18])=[CH:14][CH:15]=3)[CH2:10][CH2:9]2)[CH2:3][CH2:2]1.[ClH:26].